The task is: Predict the product of the given reaction.. This data is from Forward reaction prediction with 1.9M reactions from USPTO patents (1976-2016). (1) Given the reactants [NH2:1][C:2]1[CH:7]=[CH:6][C:5]([C:8]2[CH:16]=[C:15]3[C:11]([CH2:12][N:13]([C@@H:18]([CH:23]([CH3:25])[CH3:24])[C:19]([O:21][CH3:22])=[O:20])[C:14]3=[O:17])=[CH:10][CH:9]=2)=[CH:4][CH:3]=1.[CH3:26][C:27]1[O:31][C:30]([C:32]2[CH:37]=[CH:36][CH:35]=[CH:34][CH:33]=2)=[N:29][C:28]=1[C:38](O)=[O:39], predict the reaction product. The product is: [CH3:24][CH:23]([CH3:25])[C@H:18]([N:13]1[CH2:12][C:11]2[C:15](=[CH:16][C:8]([C:5]3[CH:4]=[CH:3][C:2]([NH:1][C:38]([C:28]4[N:29]=[C:30]([C:32]5[CH:37]=[CH:36][CH:35]=[CH:34][CH:33]=5)[O:31][C:27]=4[CH3:26])=[O:39])=[CH:7][CH:6]=3)=[CH:9][CH:10]=2)[C:14]1=[O:17])[C:19]([O:21][CH3:22])=[O:20]. (2) The product is: [CH3:29][N:15]([CH2:14][C@H:11]1[CH2:12][CH2:13][C@H:8]([CH2:7][O:6][CH2:5]/[CH:4]=[CH:3]/[CH2:2][N:30]2[CH2:35][CH2:34][CH2:33][CH2:32][CH2:31]2)[CH2:9][CH2:10]1)[S:16]([C:19]1[CH:24]=[CH:23][C:22]([C:25]([F:28])([F:27])[F:26])=[CH:21][CH:20]=1)(=[O:18])=[O:17]. Given the reactants Br[CH2:2]/[CH:3]=[CH:4]/[CH2:5][O:6][CH2:7][C@H:8]1[CH2:13][CH2:12][C@H:11]([CH2:14][N:15]([CH3:29])[S:16]([C:19]2[CH:24]=[CH:23][C:22]([C:25]([F:28])([F:27])[F:26])=[CH:21][CH:20]=2)(=[O:18])=[O:17])[CH2:10][CH2:9]1.[NH:30]1[CH2:35][CH2:34][CH2:33][CH2:32][CH2:31]1, predict the reaction product.